Dataset: Catalyst prediction with 721,799 reactions and 888 catalyst types from USPTO. Task: Predict which catalyst facilitates the given reaction. Reactant: [NH2:1][C:2]1[CH:7]=[CH:6][CH:5]=[C:4]([CH3:8])[CH:3]=1.[H-].[Na+].F[C:12]1[CH:13]=[C:14]([CH:17]=[CH:18][C:19]=1[N+:20]([O-:22])=[O:21])[C:15]#[N:16].O. Product: [N+:20]([C:19]1[CH:18]=[CH:17][C:14]([C:15]#[N:16])=[CH:13][C:12]=1[NH:1][C:2]1[CH:3]=[C:4]([CH3:8])[CH:5]=[CH:6][CH:7]=1)([O-:22])=[O:21]. The catalyst class is: 1.